Dataset: Forward reaction prediction with 1.9M reactions from USPTO patents (1976-2016). Task: Predict the product of the given reaction. (1) The product is: [O:48]=[C:46]1[C:45]2[C:44](=[CH:52][CH:51]=[CH:50][CH:49]=2)[C:43](=[O:53])[N:47]1[CH2:12][C:13]1([NH:16][C:17](=[O:18])[O:19][C:20]([CH3:21])([CH3:22])[CH3:23])[CH2:14][CH2:15]1. Given the reactants CC1C=CC(S(O[CH2:12][C:13]2([NH:16][C:17]([O:19][C:20]([CH3:23])([CH3:22])[CH3:21])=[O:18])[CH2:15][CH2:14]2)(=O)=O)=CC=1.C1OCCOCCOCCOCCOCCOC1.[K].[C:43]1(=[O:53])[NH:47][C:46](=[O:48])[C:45]2=[CH:49][CH:50]=[CH:51][CH:52]=[C:44]12, predict the reaction product. (2) Given the reactants [NH2:1][C:2]1[CH:3]=[C:4]2[C:8](=[CH:9][CH:10]=1)[C:7](=[O:11])[CH2:6][CH2:5]2.[C:12](Cl)(=[O:21])[C:13]1[CH:18]=[CH:17][CH:16]=[C:15]([O:19][CH3:20])[CH:14]=1.C(N(CC)CC)C, predict the reaction product. The product is: [CH3:20][O:19][C:15]1[CH:14]=[C:13]([CH:18]=[CH:17][CH:16]=1)[C:12]([NH:1][C:2]1[CH:3]=[C:4]2[C:8](=[CH:9][CH:10]=1)[C:7](=[O:11])[CH2:6][CH2:5]2)=[O:21]. (3) Given the reactants [CH2:1]([O:6][C:7]1[CH:12]=[CH:11][NH:10][C:9](=[S:13])[C:8]=1[CH3:14])[CH2:2][CH2:3][CH2:4][CH3:5].[Cl:15][CH2:16][C:17]1[NH:18][C:19]2[CH:25]=[CH:24][CH:23]=[CH:22][C:20]=2[N:21]=1.[OH-].[Na+].C(O)C, predict the reaction product. The product is: [ClH:15].[CH2:1]([O:6][C:7]1[CH:12]=[CH:11][N:10]=[C:9]([S:13][CH2:16][C:17]2[NH:21][C:20]3[CH:22]=[CH:23][CH:24]=[CH:25][C:19]=3[N:18]=2)[C:8]=1[CH3:14])[CH2:2][CH2:3][CH2:4][CH3:5].